From a dataset of NCI-60 drug combinations with 297,098 pairs across 59 cell lines. Regression. Given two drug SMILES strings and cell line genomic features, predict the synergy score measuring deviation from expected non-interaction effect. (1) Drug 1: C1=C(C(=O)NC(=O)N1)F. Drug 2: C1=CC=C(C(=C1)C(C2=CC=C(C=C2)Cl)C(Cl)Cl)Cl. Cell line: IGROV1. Synergy scores: CSS=37.5, Synergy_ZIP=11.5, Synergy_Bliss=10.6, Synergy_Loewe=3.98, Synergy_HSA=10.5. (2) Drug 1: CN(C)N=NC1=C(NC=N1)C(=O)N. Drug 2: COC1=C2C(=CC3=C1OC=C3)C=CC(=O)O2. Cell line: NCI/ADR-RES. Synergy scores: CSS=3.00, Synergy_ZIP=2.80, Synergy_Bliss=7.26, Synergy_Loewe=1.32, Synergy_HSA=2.40. (3) Drug 2: C1CN(CCN1C(=O)CCBr)C(=O)CCBr. Synergy scores: CSS=16.4, Synergy_ZIP=-7.81, Synergy_Bliss=2.16, Synergy_Loewe=-8.39, Synergy_HSA=2.34. Drug 1: C1=CC=C(C=C1)NC(=O)CCCCCCC(=O)NO. Cell line: UACC-257. (4) Drug 1: C1=NC2=C(N=C(N=C2N1C3C(C(C(O3)CO)O)F)Cl)N. Drug 2: CC1=C(N=C(N=C1N)C(CC(=O)N)NCC(C(=O)N)N)C(=O)NC(C(C2=CN=CN2)OC3C(C(C(C(O3)CO)O)O)OC4C(C(C(C(O4)CO)O)OC(=O)N)O)C(=O)NC(C)C(C(C)C(=O)NC(C(C)O)C(=O)NCCC5=NC(=CS5)C6=NC(=CS6)C(=O)NCCC[S+](C)C)O. Cell line: PC-3. Synergy scores: CSS=21.3, Synergy_ZIP=-3.56, Synergy_Bliss=-0.658, Synergy_Loewe=1.80, Synergy_HSA=2.06. (5) Drug 1: CC1=C2C(C(=O)C3(C(CC4C(C3C(C(C2(C)C)(CC1OC(=O)C(C(C5=CC=CC=C5)NC(=O)OC(C)(C)C)O)O)OC(=O)C6=CC=CC=C6)(CO4)OC(=O)C)OC)C)OC. Drug 2: C1C(C(OC1N2C=NC3=C(N=C(N=C32)Cl)N)CO)O. Cell line: SF-295. Synergy scores: CSS=46.4, Synergy_ZIP=3.46, Synergy_Bliss=1.65, Synergy_Loewe=-21.8, Synergy_HSA=2.72. (6) Drug 1: C1=CC(=CC=C1CCCC(=O)O)N(CCCl)CCCl. Drug 2: CC1=CC=C(C=C1)C2=CC(=NN2C3=CC=C(C=C3)S(=O)(=O)N)C(F)(F)F. Cell line: HCC-2998. Synergy scores: CSS=-3.80, Synergy_ZIP=-7.16, Synergy_Bliss=-18.6, Synergy_Loewe=-17.4, Synergy_HSA=-17.4. (7) Drug 1: CC1=C(C(CCC1)(C)C)C=CC(=CC=CC(=CC(=O)O)C)C. Drug 2: CCCCCOC(=O)NC1=NC(=O)N(C=C1F)C2C(C(C(O2)C)O)O. Cell line: RPMI-8226. Synergy scores: CSS=43.7, Synergy_ZIP=-2.52, Synergy_Bliss=-3.43, Synergy_Loewe=-4.60, Synergy_HSA=1.34.